From a dataset of Forward reaction prediction with 1.9M reactions from USPTO patents (1976-2016). Predict the product of the given reaction. (1) Given the reactants [CH2:1]([O:8][C:9]1[CH:18]=[CH:17][C:16]2[N+:15]([O-])=[CH:14][C:13]3[N:20]=[C:21]([CH2:27][O:28][CH2:29][CH3:30])[N:22]([CH2:23][CH:24]([CH3:26])[CH3:25])[C:12]=3[C:11]=2[CH:10]=1)[C:2]1[CH:7]=[CH:6][CH:5]=[CH:4][CH:3]=1.ClC(Cl)(Cl)C([N:35]=C=O)=O.C[O-].[Na+], predict the reaction product. The product is: [CH2:1]([O:8][C:9]1[CH:18]=[CH:17][C:16]2[N:15]=[C:14]([NH2:35])[C:13]3[N:20]=[C:21]([CH2:27][O:28][CH2:29][CH3:30])[N:22]([CH2:23][CH:24]([CH3:26])[CH3:25])[C:12]=3[C:11]=2[CH:10]=1)[C:2]1[CH:7]=[CH:6][CH:5]=[CH:4][CH:3]=1. (2) Given the reactants C(OC(=O)[NH:7][C@H:8]([C:14]([N:16]1[CH2:20][C:19]([F:22])([F:21])[C:18]([F:24])([F:23])[CH2:17]1)=[O:15])[CH2:9][CH2:10][CH2:11][CH2:12][NH2:13])(C)(C)C.[N:26]1[CH:31]=[CH:30][N:29]=[CH:28][C:27]=1[C:32]([Cl:34])=[O:33], predict the reaction product. The product is: [ClH:34].[NH2:7][C@H:8]([C:14](=[O:15])[N:16]1[CH2:17][C:18]([F:23])([F:24])[C:19]([F:21])([F:22])[CH2:20]1)[CH2:9][CH2:10][CH2:11][CH2:12][NH:13][C:32]([C:27]1[CH:28]=[N:29][CH:30]=[CH:31][N:26]=1)=[O:33]. (3) Given the reactants [C:1]([C:3](=[C:15]1[N:19](C)CC(CO)O1)[CH:4]=[C:5]1[C:13](=[O:14])[C:12]2[C:7](=[CH:8][CH:9]=[CH:10][CH:11]=2)[NH:6]1)#[N:2].[CH3:23][C:24](N1C2C(=CC=CC=2)C(O)=C1)=[O:25].C(OC=C(C#N)C#N)C, predict the reaction product. The product is: [C:24]([N:6]1[C:7]2[C:12](=[CH:11][CH:10]=[CH:9][CH:8]=2)[C:13]([OH:14])=[C:5]1[CH:4]=[C:3]([C:1]#[N:2])[C:15]#[N:19])(=[O:25])[CH3:23].